This data is from Merck oncology drug combination screen with 23,052 pairs across 39 cell lines. The task is: Regression. Given two drug SMILES strings and cell line genomic features, predict the synergy score measuring deviation from expected non-interaction effect. (1) Drug 1: O=P1(N(CCCl)CCCl)NCCCO1. Drug 2: NC(=O)c1cccc2cn(-c3ccc(C4CCCNC4)cc3)nc12. Cell line: A427. Synergy scores: synergy=-10.7. (2) Drug 1: CC(=O)OC1C(=O)C2(C)C(O)CC3OCC3(OC(C)=O)C2C(OC(=O)c2ccccc2)C2(O)CC(OC(=O)C(O)C(NC(=O)c3ccccc3)c3ccccc3)C(C)=C1C2(C)C. Drug 2: O=C(O)C1(Cc2cccc(Nc3nccs3)n2)CCC(Oc2cccc(Cl)c2F)CC1. Cell line: OCUBM. Synergy scores: synergy=-7.34. (3) Synergy scores: synergy=-10.9. Cell line: NCIH23. Drug 1: C=CCn1c(=O)c2cnc(Nc3ccc(N4CCN(C)CC4)cc3)nc2n1-c1cccc(C(C)(C)O)n1. Drug 2: NC1CCCCC1N.O=C(O)C(=O)O.[Pt+2]. (4) Drug 1: O=C(CCCCCCC(=O)Nc1ccccc1)NO. Drug 2: CCc1cnn2c(NCc3ccc[n+]([O-])c3)cc(N3CCCCC3CCO)nc12. Cell line: SKMES1. Synergy scores: synergy=-10.2. (5) Drug 1: CN(Cc1cnc2nc(N)nc(N)c2n1)c1ccc(C(=O)NC(CCC(=O)O)C(=O)O)cc1. Drug 2: C#Cc1cccc(Nc2ncnc3cc(OCCOC)c(OCCOC)cc23)c1. Cell line: MDAMB436. Synergy scores: synergy=8.46. (6) Drug 1: COC1CC2CCC(C)C(O)(O2)C(=O)C(=O)N2CCCCC2C(=O)OC(C(C)CC2CCC(OP(C)(C)=O)C(OC)C2)CC(=O)C(C)C=C(C)C(O)C(OC)C(=O)C(C)CC(C)C=CC=CC=C1C. Drug 2: Cn1c(=O)n(-c2ccc(C(C)(C)C#N)cc2)c2c3cc(-c4cnc5ccccc5c4)ccc3ncc21. Cell line: UWB1289BRCA1. Synergy scores: synergy=96.8.